The task is: Predict the reactants needed to synthesize the given product.. This data is from Full USPTO retrosynthesis dataset with 1.9M reactions from patents (1976-2016). (1) Given the product [CH3:18][C:6]1[C:5]2[C:10](=[CH:11][C:2]([B:19]3[O:23][C:22]([CH3:25])([CH3:24])[C:21]([CH3:27])([CH3:26])[O:20]3)=[CH:3][CH:4]=2)[N:9]=[C:8]([C:12]2[CH:17]=[CH:16][CH:15]=[CH:14][CH:13]=2)[CH:7]=1, predict the reactants needed to synthesize it. The reactants are: Cl[C:2]1[CH:11]=[C:10]2[C:5]([C:6]([CH3:18])=[CH:7][C:8]([C:12]3[CH:17]=[CH:16][CH:15]=[CH:14][CH:13]=3)=[N:9]2)=[CH:4][CH:3]=1.[B:19]1([B:19]2[O:23][C:22]([CH3:25])([CH3:24])[C:21]([CH3:27])([CH3:26])[O:20]2)[O:23][C:22]([CH3:25])([CH3:24])[C:21]([CH3:27])([CH3:26])[O:20]1.[Cl-].C(C1C=CC=C(CCC)C=1[N+]1C=CN(C2C(CCC)=CC=CC=2CCC)C=1)CC.CC([O-])=O.[K+]. (2) Given the product [F:1][C:2]1[CH:3]=[C:4]([CH:15]=[CH:16][C:17]=1[F:18])[O:5][CH2:6][C:7]([NH:9][CH:10]1[CH2:14][CH2:13][N:12]([CH2:32][C:29]2[CH:30]=[CH:31][N:27]([C:24]3[CH:25]=[CH:26][C:21]([C:20]([F:35])([F:19])[F:34])=[CH:22][CH:23]=3)[CH:28]=2)[CH2:11]1)=[O:8], predict the reactants needed to synthesize it. The reactants are: [F:1][C:2]1[CH:3]=[C:4]([CH:15]=[CH:16][C:17]=1[F:18])[O:5][CH2:6][C:7]([NH:9][CH:10]1[CH2:14][CH2:13][NH:12][CH2:11]1)=[O:8].[F:19][C:20]([F:35])([F:34])[C:21]1[CH:26]=[CH:25][C:24]([N:27]2[CH:31]=[CH:30][C:29]([CH:32]=O)=[CH:28]2)=[CH:23][CH:22]=1.C(O[BH-](OC(=O)C)OC(=O)C)(=O)C. (3) Given the product [Cl:1][C:2]1[CH:7]=[CH:6][C:5]([CH:8]2[S:14][CH2:13][CH2:12][NH:11][C:10]3[N:15]([CH3:19])[N:16]=[C:17]([O:18][S:29]([C:32]([F:35])([F:34])[F:33])(=[O:31])=[O:30])[C:9]2=3)=[C:4]([CH3:20])[CH:3]=1, predict the reactants needed to synthesize it. The reactants are: [Cl:1][C:2]1[CH:7]=[CH:6][C:5]([CH:8]2[S:14][CH2:13][CH2:12][NH:11][C:10]3[N:15]([CH3:19])[N:16]=[C:17]([OH:18])[C:9]2=3)=[C:4]([CH3:20])[CH:3]=1.C(N(CC)CC)C.[N-]([S:29]([C:32]([F:35])([F:34])[F:33])(=[O:31])=[O:30])[S:29]([C:32]([F:35])([F:34])[F:33])(=[O:31])=[O:30].C(=O)(O)[O-].[Na+].